Dataset: Full USPTO retrosynthesis dataset with 1.9M reactions from patents (1976-2016). Task: Predict the reactants needed to synthesize the given product. (1) Given the product [CH3:3][CH2:4][CH2:5][CH2:6][CH2:7][CH2:8][CH2:9][CH2:10][CH2:11][CH2:12][CH2:13][CH2:14][CH2:15][CH2:16][CH2:17][C:18]([OH:20])=[O:19], predict the reactants needed to synthesize it. The reactants are: CC[CH2:3][CH2:4][CH2:5][CH2:6][CH2:7][CH2:8][CH2:9][CH2:10][CH2:11][CH2:12][CH2:13][CH2:14][CH2:15][CH2:16][CH2:17][C:18]([OH:20])=[O:19].CCCCCCCC/C=C\CCCCCCCC(O)=O. (2) Given the product [ClH:1].[ClH:41].[Cl:1][C:2]1[CH:3]=[C:4]2[C:8](=[CH:9][CH:10]=1)[N:7]([C:11]1[C:20]3[C:15](=[CH:16][CH:17]=[C:18]([N:32]4[CH2:33][CH2:34][N:29]([CH3:28])[CH2:30][CH2:31]4)[CH:19]=3)[N:14]=[C:13]([C:22]3[CH:23]=[N:24][CH:25]=[CH:26][CH:27]=3)[N:12]=1)[CH2:6][CH2:5]2, predict the reactants needed to synthesize it. The reactants are: [Cl:1][C:2]1[CH:3]=[C:4]2[C:8](=[CH:9][CH:10]=1)[N:7]([C:11]1[C:20]3[C:15](=[CH:16][CH:17]=[C:18](I)[CH:19]=3)[N:14]=[C:13]([C:22]3[CH:23]=[N:24][CH:25]=[CH:26][CH:27]=3)[N:12]=1)[CH2:6][CH2:5]2.[CH3:28][N:29]1[CH2:34][CH2:33][NH:32][CH2:31][CH2:30]1.CC(C)([O-])C.[Na+].[ClH:41]. (3) Given the product [NH:8]([C:12]1[CH:13]=[CH:14][C:15]([C:16]([O:18][C:19]2[CH:20]=[C:21]([C:25]3[CH2:29][C:28]([CH2:34][C:35]([OH:37])=[O:36])([CH2:30][C:31]([OH:33])=[O:32])[O:27][N:26]=3)[CH:22]=[CH:23][CH:24]=2)=[O:17])=[CH:38][CH:39]=1)[C:9]([NH2:11])=[NH:10], predict the reactants needed to synthesize it. The reactants are: FC(F)(F)C(O)=O.[NH:8]([C:12]1[CH:39]=[CH:38][C:15]([C:16]([O:18][C:19]2[CH:20]=[C:21]([C:25]3[CH2:29][C:28]([CH2:34][C:35]([OH:37])=[O:36])([CH2:30][C:31]([OH:33])=[O:32])[O:27][N:26]=3)[CH:22]=[CH:23][CH:24]=2)=[O:17])=[CH:14][CH:13]=1)[C:9]([NH2:11])=[NH:10].C([O-])(=O)C.[NH4+]. (4) Given the product [CH3:1][O:2][C:3](=[O:16])[C@@H:4]([N:6]1[CH:10]=[CH:9][C:8]([C:11](=[O:15])[CH:12]([CH3:13])[CH3:14])=[CH:7]1)[CH2:5][C:23]1[CH:28]=[CH:27][C:26]([O:31][CH2:30][CH2:29][C:19]2[N:20]=[C:21]([C:23]3[CH:28]=[CH:27][CH:26]=[CH:25][CH:24]=3)[O:22][C:18]=2[CH3:17])=[CH:25][CH:24]=1, predict the reactants needed to synthesize it. The reactants are: [CH3:1][O:2][C:3](=[O:16])[C@@H:4]([N:6]1[CH:10]=[CH:9][C:8]([C:11](=[O:15])[CH:12]([CH3:14])[CH3:13])=[CH:7]1)[CH3:5].[CH3:17][C:18]1[O:22][C:21]([C:23]2[CH:28]=[CH:27][CH:26]=[CH:25][CH:24]=2)=[N:20][C:19]=1[CH2:29][CH2:30][OH:31].